The task is: Predict the product of the given reaction.. This data is from Forward reaction prediction with 1.9M reactions from USPTO patents (1976-2016). (1) The product is: [CH2:17]([C:19]1([CH3:20])[O:7][C:6](=[O:8])[CH:2]([CH3:1])[C:3](=[O:5])[O:4]1)[CH3:16]. Given the reactants [CH3:1][CH:2]([C:6]([OH:8])=[O:7])[C:3]([OH:5])=[O:4].C(OC(=O)C)(=O)C.[CH3:16][C:17]([CH2:19][CH3:20])=O.C(OCC)(=O)C, predict the reaction product. (2) Given the reactants [Cl:1][C:2]1[CH:3]=[C:4]([CH:20]=[CH:21][CH:22]=1)[C:5]([C@@H:7]1[CH2:12][CH2:11][CH2:10][N:9]([C:13]([O:15][C:16]([CH3:19])([CH3:18])[CH3:17])=[O:14])[CH2:8]1)=[O:6].C1(C)C=CC=CC=1.CO, predict the reaction product. The product is: [Cl:1][C:2]1[CH:3]=[C:4]([C@H:5]([OH:6])[C@@H:7]2[CH2:12][CH2:11][CH2:10][N:9]([C:13]([O:15][C:16]([CH3:18])([CH3:17])[CH3:19])=[O:14])[CH2:8]2)[CH:20]=[CH:21][CH:22]=1. (3) Given the reactants [Cl:1][C:2]1[C:7]([CH3:8])=[C:6](Cl)[N:5]=[CH:4][N:3]=1.[CH3:10][O-:11].[Na+], predict the reaction product. The product is: [Cl:1][C:2]1[C:7]([CH3:8])=[C:6]([O:11][CH3:10])[N:5]=[CH:4][N:3]=1. (4) Given the reactants [CH2:1]([O:3][C:4]1[CH:5]=[N:6][CH:7]=[N:8][CH:9]=1)[CH3:2].ClC1C=C(C=CC=1)C(OO)=[O:15].C([O-])([O-])=O.[Na+].[Na+], predict the reaction product. The product is: [CH2:1]([O:3][C:4]1[CH:5]=[N:6][CH:7]=[N+:8]([O-:15])[CH:9]=1)[CH3:2]. (5) Given the reactants [C:1]([O:5][C:6]([N:8]1[CH2:13][CH2:12][CH:11]([C:14]#[C:15][CH2:16][CH2:17][O:18]C2CCCCO2)[CH2:10][CH2:9]1)=[O:7])([CH3:4])([CH3:3])[CH3:2].C1(C)C=CC(S([O-])(=O)=O)=CC=1, predict the reaction product. The product is: [C:1]([O:5][C:6]([N:8]1[CH2:13][CH2:12][CH:11]([C:14]#[C:15][CH2:16][CH2:17][OH:18])[CH2:10][CH2:9]1)=[O:7])([CH3:4])([CH3:3])[CH3:2]. (6) Given the reactants [OH:1][C:2]1[N:10]=[CH:9][CH:8]=[CH:7][C:3]=1[C:4]([OH:6])=[O:5].OS(O)(=O)=O.[CH3:16]O, predict the reaction product. The product is: [O:1]=[C:2]1[C:3]([C:4]([O:6][CH3:16])=[O:5])=[CH:7][CH:8]=[CH:9][NH:10]1.